From a dataset of Reaction yield outcomes from USPTO patents with 853,638 reactions. Predict the reaction yield, written as a fraction of the theoretical maximum amount of product (1.0 means a 100% yield; for example, 0.34 means a 34% yield). The reactants are [CH3:1][C:2]([O:41][CH2:42][C@H:43]1[CH2:45][O:44]1)([CH3:40])[CH2:3][N:4]1[CH:8]=[CH:7][C:6]([NH:9][C:10]([CH:12]2[CH:16]([C:17]3[CH:22]=[CH:21][CH:20]=[C:19]([Cl:23])[C:18]=3[F:24])[C:15]([C:27]3[CH:32]=[CH:31][C:30]([Cl:33])=[CH:29][C:28]=3[F:34])([C:25]#[N:26])[CH:14]([CH2:35][C:36]([CH3:39])([CH3:38])[CH3:37])[NH:13]2)=[O:11])=[N:5]1.C(N(C(C)C)CC)(C)C.[NH2:55][CH2:56][CH2:57][CH2:58][OH:59]. The catalyst is C(O)(C)C. The product is [OH:44][C@H:43]([CH2:45][NH:55][CH2:56][CH2:57][CH2:58][OH:59])[CH2:42][O:41][C:2]([CH3:1])([CH3:40])[CH2:3][N:4]1[CH:8]=[CH:7][C:6]([NH:9][C:10]([CH:12]2[CH:16]([C:17]3[CH:22]=[CH:21][CH:20]=[C:19]([Cl:23])[C:18]=3[F:24])[C:15]([C:27]3[CH:32]=[CH:31][C:30]([Cl:33])=[CH:29][C:28]=3[F:34])([C:25]#[N:26])[CH:14]([CH2:35][C:36]([CH3:38])([CH3:37])[CH3:39])[NH:13]2)=[O:11])=[N:5]1. The yield is 0.208.